This data is from Forward reaction prediction with 1.9M reactions from USPTO patents (1976-2016). The task is: Predict the product of the given reaction. (1) Given the reactants [C:1]([O:5][C:6](=[O:15])[CH2:7]/[N:8]=[CH:9]/[CH2:10][C:11]([CH3:14])([CH3:13])[CH3:12])([CH3:4])([CH3:3])[CH3:2].[C:16]([Si:20]([CH3:45])([CH3:44])[O:21][CH2:22][CH2:23][O:24][C:25]1[CH:30]=[CH:29][C:28]([Cl:31])=[CH:27][C:26]=1/[CH:32]=[C:33](/[C:36]1[CH:41]=[CH:40][C:39]([Cl:42])=[CH:38][C:37]=1[F:43])\[C:34]#[N:35])([CH3:19])([CH3:18])[CH3:17].C(N(CC)CC)C, predict the reaction product. The product is: [C:1]([O:5][C:6]([CH:7]1[CH:32]([C:26]2[CH:27]=[C:28]([Cl:31])[CH:29]=[CH:30][C:25]=2[O:24][CH2:23][CH2:22][O:21][Si:20]([C:16]([CH3:19])([CH3:18])[CH3:17])([CH3:45])[CH3:44])[C:33]([C:36]2[CH:41]=[CH:40][C:39]([Cl:42])=[CH:38][C:37]=2[F:43])([C:34]#[N:35])[CH:9]([CH2:10][C:11]([CH3:14])([CH3:13])[CH3:12])[NH:8]1)=[O:15])([CH3:4])([CH3:3])[CH3:2]. (2) The product is: [Br:1][C:2]1[CH:7]=[CH:6][C:5]([F:8])=[CH:4][C:3]=1[O:9][CH3:13]. Given the reactants [Br:1][C:2]1[CH:7]=[CH:6][C:5]([F:8])=[CH:4][C:3]=1[OH:9].[H-].[Na+].I[CH3:13], predict the reaction product.